From a dataset of Catalyst prediction with 721,799 reactions and 888 catalyst types from USPTO. Predict which catalyst facilitates the given reaction. (1) Reactant: [CH2:1]([OH:4])[CH2:2][OH:3].[CH2:5]([N:12]1[CH2:17][CH2:16][CH:15]([N:18]([CH:25]([CH3:27])[CH3:26])[C:19](=[O:24])[CH2:20][CH2:21][CH2:22]Cl)[CH2:14][CH2:13]1)[C:6]1[CH:11]=[CH:10][CH:9]=[CH:8][CH:7]=1.C1(C)C=CC(S(O)(=O)=O)=CC=1. Product: [CH2:5]([N:12]1[CH2:13][CH2:14][CH:15]([N:18]([CH:25]([CH3:26])[CH3:27])[C:19](=[O:24])[CH2:20][CH2:21][CH2:22][O:3][CH2:2][CH2:1][OH:4])[CH2:16][CH2:17]1)[C:6]1[CH:7]=[CH:8][CH:9]=[CH:10][CH:11]=1. The catalyst class is: 4. (2) Reactant: [F:1][C:2]([F:36])([F:35])[C:3]1[CH:4]=[C:5]([C:13]([CH3:34])([CH3:33])[C:14]([N:16]([C:18]2[CH:19]=[N:20][C:21](Cl)=[CH:22][C:23]=2[C:24]2[CH:29]=[CH:28][C:27]([F:30])=[CH:26][C:25]=2[CH3:31])[CH3:17])=[O:15])[CH:6]=[C:7]([C:9]([F:12])([F:11])[F:10])[CH:8]=1.[CH2:37]1[CH:42]2[CH2:43][NH:44][CH2:45][CH2:46][N:41]2[CH2:40][CH2:39][O:38]1.C(=O)([O-])[O-].[K+].[K+]. Product: [F:1][C:2]([F:36])([F:35])[C:3]1[CH:4]=[C:5]([C:13]([CH3:34])([CH3:33])[C:14]([N:16]([C:18]2[CH:19]=[N:20][C:21]([N:44]3[CH2:45][CH2:46][N:41]4[CH:42]([CH2:37][O:38][CH2:39][CH2:40]4)[CH2:43]3)=[CH:22][C:23]=2[C:24]2[CH:29]=[CH:28][C:27]([F:30])=[CH:26][C:25]=2[CH3:31])[CH3:17])=[O:15])[CH:6]=[C:7]([C:9]([F:12])([F:11])[F:10])[CH:8]=1. The catalyst class is: 16. (3) Reactant: [Cl:1][C:2]1[CH:3]=[N+:4]([O-:33])[CH:5]=[C:6]([Cl:32])[C:7]=1[CH2:8][C@H:9]([O:20][C:21](=[O:31])[C:22]1[CH:27]=[CH:26][CH:25]=[C:24]([N+:28]([O-])=O)[CH:23]=1)[C:10]1[CH:15]=[CH:14][C:13]([O:16][CH3:17])=[C:12]([O:18][CH3:19])[CH:11]=1.O.O.[Sn](Cl)(Cl)(Cl)Cl. Product: [NH2:28][C:24]1[CH:23]=[C:22]([CH:27]=[CH:26][CH:25]=1)[C:21]([O:20][C@H:9]([C:10]1[CH:15]=[CH:14][C:13]([O:16][CH3:17])=[C:12]([O:18][CH3:19])[CH:11]=1)[CH2:8][C:7]1[C:2]([Cl:1])=[CH:3][N+:4]([O-:33])=[CH:5][C:6]=1[Cl:32])=[O:31]. The catalyst class is: 7.